Dataset: Forward reaction prediction with 1.9M reactions from USPTO patents (1976-2016). Task: Predict the product of the given reaction. (1) Given the reactants ClC1C=C(C=CC=1Cl)CC1C(O)=[C:14]([C:17]([OH:19])=[O:18])[C:13]2[C:8](=[C:9]3[CH2:23][CH2:22][CH2:21][CH2:20][C:10]3=[CH:11][CH:12]=2)[N:7]=1.N1C2C(=CC=C3CCCCC3=2)C(=O)C1=O.C([O:46][CH2:47][C:48](=O)[CH2:49][C:50]1[C:51]2[CH:58]=[CH:57][CH:56]=[CH:55][C:52]=2[S:53][CH:54]=1)(=O)C, predict the reaction product. The product is: [S:53]1[CH:54]=[C:50]([CH2:49][C:48]2[C:47]([OH:46])=[C:14]([C:17]([OH:19])=[O:18])[C:13]3[C:8](=[C:9]4[CH2:23][CH2:22][CH2:21][CH2:20][C:10]4=[CH:11][CH:12]=3)[N:7]=2)[C:51]2[CH:58]=[CH:57][CH:56]=[CH:55][C:52]1=2. (2) Given the reactants C(O[C:6](=O)[N:7]([CH:9]1[CH2:14][CH2:13][CH:12]([N:15]([C:36]([C:38]2[S:42][C:41]3[C:43]([F:48])=[CH:44][CH:45]=[C:46]([F:47])[C:40]=3[C:39]=2[Cl:49])=[O:37])[CH2:16][C:17]2[CH:18]=[C:19]([C:25]3[CH:30]=[CH:29][C:28]([CH2:31][S:32]([CH3:35])(=[O:34])=[O:33])=[CH:27][CH:26]=3)[CH:20]=[CH:21][C:22]=2[O:23][CH3:24])[CH2:11][CH2:10]1)C)(C)(C)C.Cl.CC(OC)(C)C, predict the reaction product. The product is: [ClH:49].[CH3:35][S:32]([CH2:31][C:28]1[CH:29]=[CH:30][C:25]([C:19]2[CH:20]=[CH:21][C:22]([O:23][CH3:24])=[C:17]([CH2:16][N:15]([CH:12]3[CH2:11][CH2:10][CH:9]([NH:7][CH3:6])[CH2:14][CH2:13]3)[C:36]([C:38]3[S:42][C:41]4[C:43]([F:48])=[CH:44][CH:45]=[C:46]([F:47])[C:40]=4[C:39]=3[Cl:49])=[O:37])[CH:18]=2)=[CH:26][CH:27]=1)(=[O:33])=[O:34].